Dataset: Reaction yield outcomes from USPTO patents with 853,638 reactions. Task: Predict the reaction yield, written as a fraction of the theoretical maximum amount of product (1.0 means a 100% yield; for example, 0.34 means a 34% yield). (1) The catalyst is O. The reactants are C([O:4][CH2:5][C:6]([CH3:49])([CH3:48])[CH2:7][N:8]1[C:14]2[CH:15]=[CH:16][C:17]([Cl:19])=[CH:18][C:13]=2[C@@H:12]([C:20]2[CH:25]=[CH:24][CH:23]=[C:22]([O:26][CH3:27])[C:21]=2[O:28][CH3:29])[O:11][C@H:10]([CH2:30][C:31]([NH:33][C:34]2[CH:35]=[CH:36][C:37]3[O:41][C:40]([C:42]([O:44]C)=[O:43])=[CH:39][C:38]=3[CH:46]=2)=[O:32])[C:9]1=[O:47])(=O)C.[OH-].[Na+].C(O)C. The yield is 0.780. The product is [Cl:19][C:17]1[CH:16]=[CH:15][C:14]2[N:8]([CH2:7][C:6]([CH3:49])([CH3:48])[CH2:5][OH:4])[C:9](=[O:47])[C@@H:10]([CH2:30][C:31]([NH:33][C:34]3[CH:35]=[CH:36][C:37]4[O:41][C:40]([C:42]([OH:44])=[O:43])=[CH:39][C:38]=4[CH:46]=3)=[O:32])[O:11][C@H:12]([C:20]3[CH:25]=[CH:24][CH:23]=[C:22]([O:26][CH3:27])[C:21]=3[O:28][CH3:29])[C:13]=2[CH:18]=1. (2) The reactants are [Br:1][CH2:2][CH2:3][CH2:4][C:5]([OH:7])=[O:6].[C:8](Cl)(=O)[C:9](Cl)=O.C(O)C. The catalyst is CN(C=O)C.ClCCl. The product is [Br:1][CH2:2][CH2:3][CH2:4][C:5]([O:7][CH2:8][CH3:9])=[O:6]. The yield is 0.840. (3) The reactants are [CH3:1][N:2]1[C:6]([C:7]2[CH:8]=[N:9][CH:10]=[CH:11][CH:12]=2)=[N:5][NH:4][C:3]1=[S:13].C([O-])([O-])=O.[K+].[K+].Cl[CH2:21][C:22]([O:24][CH3:25])=[O:23]. The catalyst is CC#N.CN(C=O)C. The product is [CH3:1][N:2]1[C:6]([C:7]2[CH:8]=[N:9][CH:10]=[CH:11][CH:12]=2)=[N:5][N:4]=[C:3]1[S:13][CH2:21][C:22]([O:24][CH3:25])=[O:23]. The yield is 0.910. (4) The reactants are [O:1]=[C:2]1[N:7]([CH2:8][C:9]([O:11]C)=[O:10])[CH2:6][CH2:5][CH2:4][O:3]1.O.CO.[OH-].[Na+]. The catalyst is C1COCC1. The product is [O:1]=[C:2]1[N:7]([CH2:8][C:9]([OH:11])=[O:10])[CH2:6][CH2:5][CH2:4][O:3]1. The yield is 0.990.